Predict the reaction yield, written as a fraction of the theoretical maximum amount of product (1.0 means a 100% yield; for example, 0.34 means a 34% yield). From a dataset of Reaction yield outcomes from USPTO patents with 853,638 reactions. (1) The reactants are [F:1][C:2]1[CH:3]=[N:4][CH:5]=[C:6]([N:8]2[CH:12]=[C:11](I)[C:10]([CH3:14])=[N:9]2)[CH:7]=1.C([Mg]Cl)(C)C.C(O[B:24]1[O:28][C:27]([CH3:30])([CH3:29])[C:26]([CH3:32])([CH3:31])[O:25]1)(C)C. The catalyst is C1COCC1. The product is [F:1][C:2]1[CH:3]=[N:4][CH:5]=[C:6]([N:8]2[CH:12]=[C:11]([B:24]3[O:28][C:27]([CH3:30])([CH3:29])[C:26]([CH3:32])([CH3:31])[O:25]3)[C:10]([CH3:14])=[N:9]2)[CH:7]=1. The yield is 0.663. (2) The reactants are [Cl:1][CH2:2][CH2:3][CH2:4][CH:5]([C:13]1[CH:18]=[CH:17][CH:16]=[CH:15][C:14]=1[C:19]([F:22])([F:21])[F:20])[C:6]([O:8]C(C)(C)C)=[O:7]. The catalyst is C(O)(C(F)(F)F)=O. The product is [Cl:1][CH2:2][CH2:3][CH2:4][CH:5]([C:13]1[CH:18]=[CH:17][CH:16]=[CH:15][C:14]=1[C:19]([F:20])([F:21])[F:22])[C:6]([OH:8])=[O:7]. The yield is 0.990. (3) The reactants are Cl[C:2]1[CH:7]=[C:6]([O:8][C:9]2[C:14]([F:15])=[CH:13][C:12]([NH:16][C:17]([C:19]3[C:20](=[O:35])[N:21]([C:28]4[CH:33]=[CH:32][C:31]([F:34])=[CH:30][CH:29]=4)[CH:22]=[CH:23][C:24]=3[O:25][CH2:26][CH3:27])=[O:18])=[C:11]([F:36])[CH:10]=2)[CH:5]=[CH:4][N:3]=1.[CH:37]1([C:40]([NH2:42])=[O:41])[CH2:39][CH2:38]1.C([O-])([O-])=O.[Cs+].[Cs+].CC1(C)C2C(=C(P(C3C=CC=CC=3)C3C=CC=CC=3)C=CC=2)OC2C(P(C3C=CC=CC=3)C3C=CC=CC=3)=CC=CC1=2. The catalyst is O1CCOCC1. The product is [CH:37]1([C:40]([NH:42][C:2]2[CH:7]=[C:6]([O:8][C:9]3[C:14]([F:15])=[CH:13][C:12]([NH:16][C:17]([C:19]4[C:20](=[O:35])[N:21]([C:28]5[CH:33]=[CH:32][C:31]([F:34])=[CH:30][CH:29]=5)[CH:22]=[CH:23][C:24]=4[O:25][CH2:26][CH3:27])=[O:18])=[C:11]([F:36])[CH:10]=3)[CH:5]=[CH:4][N:3]=2)=[O:41])[CH2:39][CH2:38]1. The yield is 0.300. (4) The catalyst is C(O)C. The reactants are OS([O-])=O.[Na+].[CH:6](=O)[C:7]1[CH:12]=[CH:11][CH:10]=[CH:9][CH:8]=1.[NH2:14][C:15]1[CH:16]=[C:17]([CH:22]=[CH:23][C:24]=1[NH2:25])[C:18]([O:20][CH3:21])=[O:19].O. The product is [C:7]1([C:6]2[NH:25][C:24]3[CH:23]=[CH:22][C:17]([C:18]([O:20][CH3:21])=[O:19])=[CH:16][C:15]=3[N:14]=2)[CH:12]=[CH:11][CH:10]=[CH:9][CH:8]=1. The yield is 0.970. (5) The reactants are [C:1]1([C:7]2[C:8]3[CH:17]=[CH:16][CH:15]=[CH:14][C:9]=3[S:10][C:11]=2[CH2:12][NH2:13])[CH:6]=[CH:5][CH:4]=[CH:3][CH:2]=1.Cl[C:19]1[N:27]=[CH:26][N:25]=[C:24]2[C:20]=1[N:21]=[CH:22][NH:23]2.CCN(C(C)C)C(C)C. The catalyst is C(O)CCC. The product is [C:1]1([C:7]2[C:8]3[CH:17]=[CH:16][CH:15]=[CH:14][C:9]=3[S:10][C:11]=2[CH2:12][NH:13][C:19]2[N:27]=[CH:26][N:25]=[C:24]3[C:20]=2[N:21]=[CH:22][NH:23]3)[CH:2]=[CH:3][CH:4]=[CH:5][CH:6]=1. The yield is 0.380. (6) The reactants are S([O-])([O-])(=O)=O.[Na+].[Na+].[NH2:8][C:9]1[CH:17]=[CH:16][C:12]2[N:13]=[CH:14][S:15][C:11]=2[CH:10]=1.[O:18]=[CH:19][C:20](Cl)(Cl)Cl.Cl.[OH:25][NH2:26]. The catalyst is Cl.C(O)C.O. The product is [S:15]1[C:11]2[CH:10]=[C:9]([NH:8][C:19](=[O:18])[CH:20]=[N:26][OH:25])[CH:17]=[CH:16][C:12]=2[N:13]=[CH:14]1. The yield is 0.940. (7) The yield is 0.810. The product is [F:23][C:20]([F:21])([F:22])[C:17]1[CH:18]=[CH:19][C:14]([C:10]23[CH2:11][CH:12]2[CH2:13][NH:8][CH2:9]3)=[N:15][CH:16]=1. The catalyst is C(O)C.[Pd]. The reactants are C1(C[N:8]2[CH2:13][CH:12]3[C:10]([C:14]4[CH:19]=[CH:18][C:17]([C:20]([F:23])([F:22])[F:21])=[CH:16][N:15]=4)([CH2:11]3)[CH2:9]2)C=CC=CC=1.Cl.